This data is from Forward reaction prediction with 1.9M reactions from USPTO patents (1976-2016). The task is: Predict the product of the given reaction. (1) Given the reactants Br[C:2]1[N:7]=[CH:6][C:5]([C:8]([N:10]2[CH2:15][CH2:14][N:13]([C:16]3[C:21]([CH3:22])=[CH:20][C:19]([CH3:23])=[CH:18][N:17]=3)[CH2:12][CH2:11]2)=[O:9])=[CH:4][CH:3]=1.[C:24]([N:27]1[CH2:31][CH2:30][NH:29][C:28]1=[O:32])(=[O:26])[CH3:25], predict the reaction product. The product is: [C:24]([N:27]1[CH2:31][CH2:30][N:29]([C:2]2[CH:3]=[CH:4][C:5]([C:8]([N:10]3[CH2:15][CH2:14][N:13]([C:16]4[C:21]([CH3:22])=[CH:20][C:19]([CH3:23])=[CH:18][N:17]=4)[CH2:12][CH2:11]3)=[O:9])=[CH:6][N:7]=2)[C:28]1=[O:32])(=[O:26])[CH3:25]. (2) Given the reactants Br[C:2]1[CH:7]=[C:6]([Cl:8])[CH:5]=[CH:4][C:3]=1[C:9]1[N:13]([CH2:14][CH:15]2[CH2:20][CH2:19][CH2:18][CH2:17][CH2:16]2)[C:12]2[CH:21]=[C:22]([F:26])[C:23]([F:25])=[CH:24][C:11]=2[N:10]=1.[C:27]([C:29]1[CH:36]=[CH:35][C:32]([C:33]#[N:34])=[CH:31][CH:30]=1)#[CH:28].C(N(CC)CC)C, predict the reaction product. The product is: [Cl:8][C:6]1[CH:5]=[CH:4][C:3]([C:9]2[N:13]([CH2:14][CH:15]3[CH2:20][CH2:19][CH2:18][CH2:17][CH2:16]3)[C:12]3[CH:21]=[C:22]([F:26])[C:23]([F:25])=[CH:24][C:11]=3[N:10]=2)=[C:2]([C:28]#[C:27][C:29]2[CH:36]=[CH:35][C:32]([C:33]#[N:34])=[CH:31][CH:30]=2)[CH:7]=1. (3) Given the reactants [Cl:1][C:2]1[CH:29]=[C:28]([Cl:30])[CH:27]=[CH:26][C:3]=1[CH2:4][C:5]1([CH3:25])[CH2:9][CH2:8][N:7]([C@H:10]2[CH2:15][CH2:14][C@@H:13]([O:16][Si](C(C)(C)C)(C)C)[CH2:12][CH2:11]2)[C:6]1=[O:24].ClC1C(C)=C(Cl)C=CC=1CC1(C)CCN([C@H]2CC[C@@H](O[Si](C(C)(C)C)(C)C)CC2)C1=O, predict the reaction product. The product is: [Cl:1][C:2]1[CH:29]=[C:28]([Cl:30])[CH:27]=[CH:26][C:3]=1[CH2:4][C:5]1([CH3:25])[CH2:9][CH2:8][N:7]([C@H:10]2[CH2:11][CH2:12][C@@H:13]([OH:16])[CH2:14][CH2:15]2)[C:6]1=[O:24]. (4) Given the reactants [C:1]12([C:11]([OH:13])=O)[CH2:10][CH:5]3[CH2:6][CH:7]([CH2:9][CH:3]([CH2:4]3)[CH2:2]1)[CH2:8]2.S(Cl)([Cl:16])=O, predict the reaction product. The product is: [C:1]12([C:11]([Cl:16])=[O:13])[CH2:10][CH:5]3[CH2:6][CH:7]([CH2:9][CH:3]([CH2:4]3)[CH2:2]1)[CH2:8]2. (5) Given the reactants [CH:1]([C:3]1[CH:4]=[N:5][CH:6]=[CH:7][C:8]=1[C:9]1[CH:10]=[C:11]([CH:14]=[CH:15][CH:16]=1)[C:12]#[N:13])=[O:2].[C:17]1([Mg]Br)[CH:22]=[CH:21][CH:20]=[CH:19][CH:18]=1, predict the reaction product. The product is: [OH:2][CH:1]([C:17]1[CH:22]=[CH:21][CH:20]=[CH:19][CH:18]=1)[C:3]1[CH:4]=[N:5][CH:6]=[CH:7][C:8]=1[C:9]1[CH:10]=[C:11]([CH:14]=[CH:15][CH:16]=1)[C:12]#[N:13]. (6) Given the reactants [CH3:1][C:2]1[O:6][C:5]([C:7]2[CH:12]=[CH:11][CH:10]=[CH:9][CH:8]=2)=[N:4][C:3]=1[CH2:13][NH2:14].[S:15]1[CH:19]=[CH:18][N:17]=[C:16]1[CH:20]=O, predict the reaction product. The product is: [CH3:1][C:2]1[O:6][C:5]([C:7]2[CH:12]=[CH:11][CH:10]=[CH:9][CH:8]=2)=[N:4][C:3]=1[CH2:13][NH:14][CH2:20][C:16]1[S:15][CH:19]=[CH:18][N:17]=1. (7) Given the reactants C([O:3][CH:4]1[CH:8]([NH:9][C:10]([C@H:12]2[N:23]3[C@@H:16]([CH2:17][CH2:18][CH2:19][CH2:20][C@H:21]([NH:25][C:26](=[O:33])[C:27]4[CH:32]=[CH:31][CH:30]=[CH:29][CH:28]=4)[C:22]3=[O:24])[CH2:15][N:14]([S:34]([CH3:37])(=[O:36])=[O:35])[CH2:13]2)=[O:11])[CH2:7][C:6](=[O:38])[O:5]1)C.FC(F)(F)C(O)=O, predict the reaction product. The product is: [OH:3][CH:4]1[CH:8]([NH:9][C:10]([C@H:12]2[N:23]3[C@@H:16]([CH2:17][CH2:18][CH2:19][CH2:20][C@H:21]([NH:25][C:26](=[O:33])[C:27]4[CH:28]=[CH:29][CH:30]=[CH:31][CH:32]=4)[C:22]3=[O:24])[CH2:15][N:14]([S:34]([CH3:37])(=[O:36])=[O:35])[CH2:13]2)=[O:11])[CH2:7][C:6](=[O:38])[O:5]1. (8) Given the reactants [CH3:1][C:2]1[CH:3]=[C:4]([NH2:11])[C:5]2[CH:6]=[N:7][NH:8][C:9]=2[CH:10]=1.I[C:13]1[CH:18]=[CH:17][CH:16]=[CH:15][CH:14]=1.CN[C@@H]1CCCC[C@H]1NC.C(=O)([O-])[O-].[K+].[K+], predict the reaction product. The product is: [CH3:1][C:2]1[CH:3]=[C:4]([NH2:11])[C:5]2[CH:6]=[N:7][N:8]([C:13]3[CH:18]=[CH:17][CH:16]=[CH:15][CH:14]=3)[C:9]=2[CH:10]=1. (9) Given the reactants [O:1]=[C:2]1[N:8]([CH:9]2[CH2:14][CH2:13][N:12]([C:15]([O:17][C@H:18]([CH2:40][C:41]3[CH:46]=[C:45]([CH3:47])[C:44]([NH2:48])=[C:43]([CH3:49])[CH:42]=3)[C:19]([N:21]3[CH2:26][CH2:25][N:24]([CH:27]4[CH2:32][CH2:31][N:30](OC(C)(C)C)[C:29](=C=O)[CH2:28]4)[CH2:23][CH2:22]3)=[O:20])=[O:16])[CH2:11][CH2:10]2)[CH2:7][CH2:6][C:5]2[CH:50]=[CH:51][CH:52]=[CH:53][C:4]=2[NH:3]1.C([O-])([O-])=O.[K+].[K+], predict the reaction product. The product is: [O:1]=[C:2]1[N:8]([CH:9]2[CH2:14][CH2:13][N:12]([C:15]([O:17][C@H:18]([CH2:40][C:41]3[CH:46]=[C:45]([CH3:47])[C:44]([NH2:48])=[C:43]([CH3:49])[CH:42]=3)[C:19](=[O:20])[N:21]3[CH2:22][CH2:23][N:24]([CH:27]4[CH2:32][CH2:31][NH:30][CH2:29][CH2:28]4)[CH2:25][CH2:26]3)=[O:16])[CH2:11][CH2:10]2)[CH2:7][CH2:6][C:5]2[CH:50]=[CH:51][CH:52]=[CH:53][C:4]=2[NH:3]1.